This data is from Reaction yield outcomes from USPTO patents with 853,638 reactions. The task is: Predict the reaction yield, written as a fraction of the theoretical maximum amount of product (1.0 means a 100% yield; for example, 0.34 means a 34% yield). (1) The reactants are C[O:2][C:3]([C:5]1[CH:10]=[CH:9][C:8]([C:11]2[CH:16]=[C:15]([NH:17][C:18](=[O:26])[C:19]3[CH:24]=[CH:23][N:22]=[C:21]([Cl:25])[CH:20]=3)[CH:14]=[CH:13][C:12]=2[CH3:27])=[CH:7][CH:6]=1)=[O:4].[Cl:25][C:21]1[CH:20]=[C:19]([CH:24]=[CH:23][N:22]=1)[C:18]([NH:17][C:15]1[CH:14]=[CH:13][C:12]([CH3:27])=[C:11]([C:8]2[CH:9]=[CH:10][C:5]([C:3]([OH:2])=[O:4])=[CH:6][CH:7]=2)[CH:16]=1)=[O:26].O.[OH-].[Li+].C1COCC1.Cl. The catalyst is O. The product is [Cl:25][C:21]1[CH:20]=[C:19]([CH:24]=[CH:23][N:22]=1)[C:18]([NH:17][C:15]1[CH:14]=[CH:13][C:12]([CH3:27])=[C:11]([C:8]2[CH:7]=[CH:6][C:5]([C:3]([OH:4])=[O:2])=[CH:10][CH:9]=2)[CH:16]=1)=[O:26]. The yield is 0.730. (2) The reactants are [CH3:1][C:2]1[N:7]=[C:6]2[S:8][C:9]3[CH2:14][CH2:13][CH2:12][CH2:11][C:10]=3[C:5]2=[C:4]([C:15]2[CH:20]=[CH:19][C:18]([CH3:21])=[CH:17][CH:16]=2)[C:3]=1[CH:22]([CH2:27][C:28]([CH3:31])([CH3:30])[CH3:29])[C:23]([O:25]C)=[O:24].[OH-].[Na+].C(O)C. The catalyst is CO. The product is [CH3:1][C:2]1[N:7]=[C:6]2[S:8][C:9]3[CH2:14][CH2:13][CH2:12][CH2:11][C:10]=3[C:5]2=[C:4]([C:15]2[CH:16]=[CH:17][C:18]([CH3:21])=[CH:19][CH:20]=2)[C:3]=1[CH:22]([CH2:27][C:28]([CH3:31])([CH3:30])[CH3:29])[C:23]([OH:25])=[O:24]. The yield is 0.670. (3) The reactants are N12CCCN=C1CCCCC2.Cl.[NH2:13][CH2:14][C:15]1[CH:23]=[CH:22][CH:21]=[C:20]2[C:16]=1[C:17](=[O:33])[N:18]([CH:25]1[CH2:30][CH2:29][C:28](=[O:31])[NH:27][C:26]1=[O:32])[C:19]2=[O:24].[CH2:34]([N:38]=[C:39]=[O:40])[CH2:35][CH2:36][CH3:37]. The catalyst is CC#N. The product is [O:32]=[C:26]1[CH:25]([N:18]2[C:17](=[O:33])[C:16]3[C:20](=[CH:21][CH:22]=[CH:23][C:15]=3[CH2:14][NH:13][C:39]([NH:38][CH2:34][CH2:35][CH2:36][CH3:37])=[O:40])[C:19]2=[O:24])[CH2:30][CH2:29][C:28](=[O:31])[NH:27]1. The yield is 0.610. (4) The reactants are [Cl:1][C:2]1[C:7]([O:8][CH3:9])=[CH:6][C:5]([O:10][CH3:11])=[C:4]([Cl:12])[C:3]=1[C:13]1[CH:14]=[C:15]2[C:20](=[CH:21][CH:22]=1)[N:19]=[C:18]([NH:23][C@@H:24]1[CH2:29][CH2:28][CH2:27][CH2:26][C@@H:25]1[NH2:30])[N:17]=[CH:16]2.CCN(C(C)C)C(C)C.[C:40](Cl)(=[O:43])[CH:41]=[CH2:42]. The yield is 0.580. The catalyst is ClCCl. The product is [Cl:12][C:4]1[C:5]([O:10][CH3:11])=[CH:6][C:7]([O:8][CH3:9])=[C:2]([Cl:1])[C:3]=1[C:13]1[CH:14]=[C:15]2[C:20](=[CH:21][CH:22]=1)[N:19]=[C:18]([NH:23][C@H:24]1[CH2:29][CH2:28][CH2:27][CH2:26][C@@H:25]1[NH:30][C:40](=[O:43])[CH:41]=[CH2:42])[N:17]=[CH:16]2. (5) The product is [CH2:17]([O:16][C:13]1[CH:12]=[CH:11][C:10]([S:7]([NH:6][CH2:5][C:4]([OH:21])=[O:3])(=[O:9])=[O:8])=[CH:15][CH:14]=1)[C:18]#[C:19][CH3:20]. The yield is 0.830. The catalyst is C1COCC1.CO. The reactants are C([O:3][C:4](=[O:21])[CH2:5][NH:6][S:7]([C:10]1[CH:15]=[CH:14][C:13]([O:16][CH2:17][C:18]#[C:19][CH3:20])=[CH:12][CH:11]=1)(=[O:9])=[O:8])C.[OH-].[Na+].Cl. (6) The reactants are [NH2:1][C:2]1[C:3]([C:19]([O-:21])=O)=[N:4][C:5]([C:12]2[CH:17]=[CH:16][CH:15]=[C:14]([OH:18])[CH:13]=2)=[N:6][C:7]=1[NH:8][CH:9]([CH3:11])[CH3:10].[NH2:22]C1C(C([O-])=O)=NC(Cl)=NC=1NC(C)C.[OH:37][C:38]1C=C(B(O)O)C=CC=1.P([O-])([O-])([O-])=O.[K+].[K+].[K+].C1(P(C2CCCCC2)C2C=CC=CC=2C2C(OC)=CC=CC=2OC)CCCCC1. The catalyst is O1CCCC1.O.C([O-])(=O)C.[Pd+2].C([O-])(=O)C. The product is [CH:9]([N:8]1[C:38](=[O:37])[NH:1][C:2]2[C:7]1=[N:6][C:5]([C:12]1[CH:17]=[CH:16][CH:15]=[C:14]([OH:18])[CH:13]=1)=[N:4][C:3]=2[C:19]([NH2:22])=[O:21])([CH3:10])[CH3:11]. The yield is 0.290. (7) The reactants are [NH2:1][C:2]1[CH:7]=[C:6]([OH:8])[CH:5]=[CH:4][C:3]=1[S:9][C:10]1[CH:15]=[CH:14][C:13]([NH:16][C:17](=[O:19])[CH3:18])=[CH:12][CH:11]=1.[CH3:20][C:21](CBr)=[CH2:22].C(=O)([O-])[O-].[K+].[K+]. The catalyst is CN(C=O)C. The product is [NH2:1][C:2]1[CH:7]=[C:6]([O:8][CH2:20][CH2:21][CH3:22])[CH:5]=[CH:4][C:3]=1[S:9][C:10]1[CH:15]=[CH:14][C:13]([NH:16][C:17](=[O:19])[CH3:18])=[CH:12][CH:11]=1. The yield is 1.00. (8) The reactants are [NH2:1][C@@H:2]1[C:8](=[O:9])[N:7]([CH2:10][C:11]#[CH:12])[C:6]2[CH:13]=[CH:14][CH:15]=[CH:16][C:5]=2[O:4][C@@H:3]1[C:17]1[CH:22]=[CH:21][CH:20]=[CH:19][CH:18]=1.[F:23][C:24]1[CH:25]=[C:26]([CH2:31][C:32]([NH:34][C@H:35]([C:37](O)=[O:38])[CH3:36])=[O:33])[CH:27]=[C:28]([F:30])[CH:29]=1.C1C=CC2N(O)N=NC=2C=1.CN1CCOCC1.CCN=C=NCCCN(C)C.Cl. The catalyst is ClCCl. The product is [F:23][C:24]1[CH:25]=[C:26]([CH2:31][C:32]([NH:34][C@H:35]([C:37]([NH:1][C@@H:2]2[C:8](=[O:9])[N:7]([CH2:10][C:11]#[CH:12])[C:6]3[CH:13]=[CH:14][CH:15]=[CH:16][C:5]=3[O:4][C@@H:3]2[C:17]2[CH:22]=[CH:21][CH:20]=[CH:19][CH:18]=2)=[O:38])[CH3:36])=[O:33])[CH:27]=[C:28]([F:30])[CH:29]=1. The yield is 0.740.